From a dataset of Merck oncology drug combination screen with 23,052 pairs across 39 cell lines. Regression. Given two drug SMILES strings and cell line genomic features, predict the synergy score measuring deviation from expected non-interaction effect. Drug 1: CCC1=CC2CN(C1)Cc1c([nH]c3ccccc13)C(C(=O)OC)(c1cc3c(cc1OC)N(C)C1C(O)(C(=O)OC)C(OC(C)=O)C4(CC)C=CCN5CCC31C54)C2. Drug 2: O=C(NOCC(O)CO)c1ccc(F)c(F)c1Nc1ccc(I)cc1F. Cell line: RPMI7951. Synergy scores: synergy=-10.8.